Predict the reactants needed to synthesize the given product. From a dataset of Full USPTO retrosynthesis dataset with 1.9M reactions from patents (1976-2016). (1) The reactants are: Br[CH2:2][C:3]#[N:4].C(N(C(C)C)C(C)C)C.[C:14]([O:18][C:19]([N:21]([CH3:33])[C@@H:22]([CH2:26][S:27][S:28][C:29]([CH3:32])([CH3:31])[CH3:30])[C:23]([OH:25])=[O:24])=[O:20])([CH3:17])([CH3:16])[CH3:15].[Cl-].[NH4+]. Given the product [C:14]([O:18][C:19]([N:21]([CH3:33])[C@@H:22]([CH2:26][S:27][S:28][C:29]([CH3:32])([CH3:31])[CH3:30])[C:23]([O:25][CH2:2][C:3]#[N:4])=[O:24])=[O:20])([CH3:17])([CH3:16])[CH3:15], predict the reactants needed to synthesize it. (2) Given the product [NH2:29][C:30]1[CH:35]=[CH:34][C:33]([NH:36][S:2]([C:5]2[CH:14]=[CH:13][C:12]3[NH:11][C:10](=[O:15])[C:9]4[NH:16][CH:17]=[CH:18][C:8]=4[C:7]=3[CH:6]=2)(=[O:3])=[O:4])=[CH:32][CH:31]=1.[CH2:18]([C:19]([O-:21])=[O:20])[CH3:17], predict the reactants needed to synthesize it. The reactants are: Cl[S:2]([C:5]1[CH:14]=[CH:13][C:12]2[NH:11][C:10](=[O:15])[C:9]3[NH:16][CH:17]=[C:18]([C:19]([OH:21])=[O:20])[C:8]=3[C:7]=2[CH:6]=1)(=[O:4])=[O:3].C(OC([NH:29][C:30]1[CH:35]=[CH:34][C:33]([NH2:36])=[CH:32][CH:31]=1)=O)(C)(C)C. (3) Given the product [CH2:1]([O:3][C:4]1[C:12]([CH:13]([CH3:14])[CH3:15])=[CH:11][CH:10]=[CH:9][C:5]=1[CH2:6][N:19]([CH3:16])[C:39](=[O:41])/[CH:38]=[CH:37]/[C:32]1[CH:33]=[N:34][C:35]2[NH:36][C:27](=[O:26])[CH2:28][CH2:29][C:30]=2[CH:31]=1)[CH3:2], predict the reactants needed to synthesize it. The reactants are: [CH2:1]([O:3][C:4]1[C:12]([CH:13]([CH3:15])[CH3:14])=[CH:11][CH:10]=[CH:9][C:5]=1[CH2:6]CN)[CH3:2].[CH:16]([N:19](C(C)C)CC)(C)C.Cl.[O:26]=[C:27]1[NH:36][C:35]2[N:34]=[CH:33][C:32](/[CH:37]=[CH:38]/[C:39]([OH:41])=O)=[CH:31][C:30]=2[CH2:29][CH2:28]1.O.ON1C2C=CC=CC=2N=N1.Cl.CN(C)CCCN=C=NCC. (4) Given the product [Cl:30][C:23]1[CH:22]=[C:21]([C:18]2[CH:19]=[CH:20][N:16]([CH2:15][C@@H:14]([NH:13][C:10]([C:2]3[N:1]=[C:5]4[CH:6]=[CH:7][CH:8]=[CH:9][N:4]4[CH:3]=3)=[O:12])[CH3:31])[N:17]=2)[CH:28]=[C:27]([F:29])[C:24]=1[C:25]#[N:26], predict the reactants needed to synthesize it. The reactants are: [N:1]1[C:2]([C:10]([OH:12])=O)=[CH:3][N:4]2[CH:9]=[CH:8][CH:7]=[CH:6][C:5]=12.[NH2:13][C@@H:14]([CH3:31])[CH2:15][N:16]1[CH:20]=[CH:19][C:18]([C:21]2[CH:28]=[C:27]([F:29])[C:24]([C:25]#[N:26])=[C:23]([Cl:30])[CH:22]=2)=[N:17]1. (5) Given the product [Br:23][C:13]1[N:12]=[C:11]([C:9]#[N:8])[CH:16]=[CH:15][C:14]=1[CH3:17], predict the reactants needed to synthesize it. The reactants are: CC([NH:8][C:9]([C:11]1[CH:16]=[CH:15][C:14]([CH3:17])=[C:13](OCC2CC2)[N:12]=1)=O)(C(=O)NC)C.[Br-:23].[Br-].[Br-].[P+3]=O. (6) Given the product [CH2:1]([O:3][C:4](=[O:22])[C:5]1[CH:10]=[C:9]([C:11]2[C:20]3[C:15](=[CH:16][CH:17]=[C:18]([C:28]4[CH:27]=[N:26][C:25]([O:24][CH3:23])=[CH:30][CH:29]=4)[CH:19]=3)[N:14]=[CH:13][N:12]=2)[CH:8]=[N:7][CH:6]=1)[CH3:2], predict the reactants needed to synthesize it. The reactants are: [CH2:1]([O:3][C:4](=[O:22])[C:5]1[CH:10]=[C:9]([C:11]2[C:20]3[C:15](=[CH:16][CH:17]=[C:18](Br)[CH:19]=3)[N:14]=[CH:13][N:12]=2)[CH:8]=[N:7][CH:6]=1)[CH3:2].[CH3:23][O:24][C:25]1[CH:30]=[CH:29][C:28](B(O)O)=[CH:27][N:26]=1.COCCOC.C([O-])([O-])=O.[Na+].[Na+]. (7) Given the product [Cl:17][C:18]1[CH:23]=[C:22]([CH:21]=[CH:20][C:19]=1[O:10][C:3]1[CH:2]=[N:1][N:5]2[CH:6]=[CH:7][CH:8]=[CH:9][C:4]=12)[NH2:24], predict the reactants needed to synthesize it. The reactants are: [N:1]1[N:5]2[CH:6]=[CH:7][CH:8]=[CH:9][C:4]2=[C:3]([OH:10])[CH:2]=1.C(=O)([O-])[O-].[K+].[K+].[Cl:17][C:18]1[CH:23]=[C:22]([N+:24]([O-])=O)[CH:21]=[CH:20][C:19]=1F.C(=O)([O-])O.[Na+]. (8) Given the product [C:1]([O:5][C:6](=[O:17])[NH:7][C@H:8]1[C@H:13]([NH2:14])[CH2:12][CH2:11][O:10][CH2:9]1)([CH3:4])([CH3:2])[CH3:3], predict the reactants needed to synthesize it. The reactants are: [C:1]([O:5][C:6](=[O:17])[NH:7][C@H:8]1[C@H:13]([N:14]=[N+]=[N-])[CH2:12][CH2:11][O:10][CH2:9]1)([CH3:4])([CH3:3])[CH3:2]. (9) Given the product [CH3:1][C:2]1[C:11]([N+:18]([O-:20])=[O:19])=[CH:10][C:9]2[NH:8][C:7](=[O:12])[C:6](=[O:13])[NH:5][C:4]=2[C:3]=1[C:14]([O:16][CH3:17])=[O:15], predict the reactants needed to synthesize it. The reactants are: [CH3:1][C:2]1[CH:11]=[CH:10][C:9]2[NH:8][C:7](=[O:12])[C:6](=[O:13])[NH:5][C:4]=2[C:3]=1[C:14]([O:16][CH3:17])=[O:15].[N+:18]([O-])([O-:20])=[O:19].[K+].